Dataset: Reaction yield outcomes from USPTO patents with 853,638 reactions. Task: Predict the reaction yield, written as a fraction of the theoretical maximum amount of product (1.0 means a 100% yield; for example, 0.34 means a 34% yield). (1) The yield is 0.930. The product is [C:1]([O:4][CH:5]1[O:18][C@H:17]([CH2:19][O:20][C:21](=[O:23])[CH3:22])[C@H:12]([O:13][C:14](=[O:16])[CH3:15])[C@H:11]([N:24]2[CH:29]=[C:28]([C:27]([O:31][CH3:32])=[O:30])[N:26]=[N:25]2)[C@H:6]1[O:7][C:8](=[O:10])[CH3:9])(=[O:3])[CH3:2]. The catalyst is [Cu](I)I.C1(C)C=CC=CC=1. The reactants are [C:1]([O:4][CH:5]1[O:18][C@H:17]([CH2:19][O:20][C:21](=[O:23])[CH3:22])[C@H:12]([O:13][C:14](=[O:16])[CH3:15])[C@H:11]([N:24]=[N+:25]=[N-:26])[C@H:6]1[O:7][C:8](=[O:10])[CH3:9])(=[O:3])[CH3:2].[C:27]([O:31][CH3:32])(=[O:30])[C:28]#[CH:29].C(N(C(C)C)CC)(C)C. (2) The reactants are [CH:1]([C:4]1[CH:13]=[CH:12][C:11]2[C:6](=[CH:7][CH:8]=[C:9]([C:14]3[CH:19]=[CH:18][C:17]([CH:20]([CH3:22])[CH3:21])=[CH:16][C:15]=3[CH:23]=[CH:24]OC)[CH:10]=2)[CH:5]=1)([CH3:3])[CH3:2]. The catalyst is ClCCl. The product is [CH:1]([C:4]1[CH:13]=[CH:12][C:11]2[C:10]3[C:9](=[C:14]4[C:15](=[CH:23][CH:24]=3)[CH:16]=[C:17]([CH:20]([CH3:22])[CH3:21])[CH:18]=[CH:19]4)[CH:8]=[CH:7][C:6]=2[CH:5]=1)([CH3:3])[CH3:2]. The yield is 0.900.